From a dataset of Reaction yield outcomes from USPTO patents with 853,638 reactions. Predict the reaction yield, written as a fraction of the theoretical maximum amount of product (1.0 means a 100% yield; for example, 0.34 means a 34% yield). (1) The reactants are [F:1][C:2]1[CH:3]=[C:4]([NH:9][CH2:10][CH2:11][C@H:12]2[O:16]C(C)(C)[O:14][C:13]2=O)[CH:5]=[C:6]([F:8])[CH:7]=1.O.C1(C)C=CC(S(O)(=O)=O)=CC=1.C(OCC)C. The catalyst is CO. The product is [F:1][C:2]1[CH:3]=[C:4]([N:9]2[CH2:10][CH2:11][C@@H:12]([OH:16])[C:13]2=[O:14])[CH:5]=[C:6]([F:8])[CH:7]=1. The yield is 0.650. (2) The reactants are [C:1]([NH:7][C@H:8]([C:19]([O:21]C)=[O:20])[CH2:9][C:10]1[C:18]2[C:13](=[CH:14][CH:15]=[CH:16][CH:17]=2)[NH:12][CH:11]=1)(=[O:6])/[C:2](=[CH:4]/[CH3:5])/[CH3:3].[OH-].[Na+]. The catalyst is CO. The product is [C:1]([NH:7][C@H:8]([C:19]([OH:21])=[O:20])[CH2:9][C:10]1[C:18]2[C:13](=[CH:14][CH:15]=[CH:16][CH:17]=2)[NH:12][CH:11]=1)(=[O:6])/[C:2](=[CH:4]/[CH3:5])/[CH3:3]. The yield is 0.700. (3) The reactants are [C:1]([O:5][C:6]([N:8]1[CH2:12][CH:11]([CH2:13]O)[CH2:10][CH:9]1[CH2:15]O)=[O:7])([CH3:4])([CH3:3])[CH3:2].C([N:19](CC)CC)C.CS(Cl)(=O)=O.[Cl-].[NH4+]. The catalyst is ClCCl. The product is [C:1]([O:5][C:6]([N:8]1[CH2:12][CH:11]2[CH2:10][CH:9]1[CH2:15][NH:19][CH2:13]2)=[O:7])([CH3:4])([CH3:3])[CH3:2]. The yield is 0.400. (4) The reactants are [CH2:1]([O:8][C:9](=[O:17])[N:10]([CH2:14][CH:15]=O)[CH2:11][CH:12]=O)[C:2]1[CH:7]=[CH:6][CH:5]=[CH:4][CH:3]=1.Cl.[CH3:19][C:20]([NH2:24])([CH3:23])[CH2:21][F:22].ClC(Cl)C.C(O[BH-](OC(=O)C)OC(=O)C)(=O)C.[Na+]. The catalyst is C(=O)([O-])O.[Na+]. The product is [CH2:1]([O:8][C:9]([N:10]1[CH2:14][CH2:15][N:24]([C:20]([CH3:23])([CH3:19])[CH2:21][F:22])[CH2:12][CH2:11]1)=[O:17])[C:2]1[CH:7]=[CH:6][CH:5]=[CH:4][CH:3]=1. The yield is 0.290. (5) The reactants are C(O)(=O)C.[NH:5]1[C:9]2[CH:10]=[CH:11][CH:12]=[CH:13][C:8]=2[N:7]=[C:6]1[C@H:14]1[CH2:19][C@H:18]([NH:20][C:21]([C:23]2[CH:32]=[CH:31][C:26]3[O:27][CH2:28][CH2:29][O:30][C:25]=3[CH:24]=2)=[O:22])[CH2:17][CH2:16][NH:15]1.C(O[C:36]1(O[Si](C)(C)C)[CH2:38][CH2:37]1)C.C([BH3-])#N.[Na+].C(=O)(O)[O-].[Na+]. The catalyst is CO.C(OCC)(=O)C. The product is [NH:5]1[C:9]2[CH:10]=[CH:11][CH:12]=[CH:13][C:8]=2[N:7]=[C:6]1[C@H:14]1[CH2:19][C@H:18]([NH:20][C:21]([C:23]2[CH:32]=[CH:31][C:26]3[O:27][CH2:28][CH2:29][O:30][C:25]=3[CH:24]=2)=[O:22])[CH2:17][CH2:16][N:15]1[CH:36]1[CH2:38][CH2:37]1. The yield is 0.850. (6) The reactants are [F:1][C:2]([F:19])([O:7][C:8]1[CH:18]=[CH:17][C:11]([C:12](OCC)=[O:13])=[CH:10][CH:9]=1)[C:3]([F:6])([F:5])[F:4].O.[NH2:21][NH2:22]. The catalyst is CCO. The product is [F:1][C:2]([F:19])([O:7][C:8]1[CH:18]=[CH:17][C:11]([C:12]([NH:21][NH2:22])=[O:13])=[CH:10][CH:9]=1)[C:3]([F:6])([F:5])[F:4]. The yield is 0.730. (7) The reactants are [CH3:1][C:2]([CH3:7])=[CH:3][C:4](O)=[O:5].O=S(Cl)Cl.[NH2:12][C:13]1[CH:18]=[CH:17][CH:16]=[CH:15][CH:14]=1.CCN(CC)CC. No catalyst specified. The product is [C:13]1([NH:12][C:4](=[O:5])[CH:3]=[C:2]([CH3:7])[CH3:1])[CH:18]=[CH:17][CH:16]=[CH:15][CH:14]=1. The yield is 0.800. (8) The reactants are [F:1][C:2]1[CH:22]=[CH:21][C:5]([O:6][CH2:7][CH:8]2[CH2:13][CH2:12][N:11](C(OC(C)(C)C)=O)[CH2:10][CH2:9]2)=[CH:4][CH:3]=1.[ClH:23]. The catalyst is ClCCl.O1CCOCC1. The product is [ClH:23].[F:1][C:2]1[CH:3]=[CH:4][C:5]([O:6][CH2:7][CH:8]2[CH2:9][CH2:10][NH:11][CH2:12][CH2:13]2)=[CH:21][CH:22]=1. The yield is 0.970.